The task is: Predict the reaction yield, written as a fraction of the theoretical maximum amount of product (1.0 means a 100% yield; for example, 0.34 means a 34% yield).. This data is from Reaction yield outcomes from USPTO patents with 853,638 reactions. (1) The reactants are C[O:2][C:3]([C:5]1[CH:10]=[CH:9][N:8]=[C:7]([C:11]2[N:12]=[CH:13][N:14]([CH3:17])[C:15]=2Br)[CH:6]=1)=[O:4].[CH:18]1([CH2:21][O:22][C:23]2[CH:28]=[CH:27][CH:26]=[C:25]([F:29])[C:24]=2B(O)O)[CH2:20][CH2:19]1. No catalyst specified. The product is [CH:18]1([CH2:21][O:22][C:23]2[CH:28]=[CH:27][CH:26]=[C:25]([F:29])[C:24]=2[C:15]2[N:14]([CH3:17])[CH:13]=[N:12][C:11]=2[C:7]2[CH:6]=[C:5]([C:3]([OH:2])=[O:4])[CH:10]=[CH:9][N:8]=2)[CH2:19][CH2:20]1. The yield is 0.0300. (2) The reactants are [CH:1]12[CH2:7][CH:4]([NH:5][CH2:6]1)[CH2:3][N:2]2[C:8]1[CH:9]=[CH:10][C:11]2[O:20][CH2:19][CH2:18][C:17]3[CH:16]=[C:15]([C:21]4[N:22]([C:26]5[CH:31]=[CH:30][C:29]([F:32])=[CH:28][C:27]=5[F:33])[N:23]=[CH:24][N:25]=4)[S:14][C:13]=3[C:12]=2[N:34]=1.[C:35](Cl)(=[O:37])[CH3:36].CCN(C(C)C)C(C)C.O. The catalyst is C1COCC1. The product is [F:33][C:27]1[CH:28]=[C:29]([F:32])[CH:30]=[CH:31][C:26]=1[N:22]1[C:21]([C:15]2[S:14][C:13]3[C:12]4[N:34]=[C:8]([N:2]5[CH2:3][CH:4]6[CH2:7][CH:1]5[CH2:6][N:5]6[C:35](=[O:37])[CH3:36])[CH:9]=[CH:10][C:11]=4[O:20][CH2:19][CH2:18][C:17]=3[CH:16]=2)=[N:25][CH:24]=[N:23]1. The yield is 0.150. (3) The reactants are [P:1]([O-:12])([O:7][C:8]([CH3:11])([CH3:10])[CH3:9])[O:2][C:3]([CH3:6])([CH3:5])[CH3:4].[H-].[Na+].[N:15]1[CH:20]=[CH:19][CH:18]=[C:17]([CH:21]=[O:22])[CH:16]=1. The catalyst is C1COCC1. The product is [C:3]([O:2][P:1]([CH:21]([OH:22])[C:17]1[CH:16]=[N:15][CH:20]=[CH:19][CH:18]=1)(=[O:12])[O:7][C:8]([CH3:11])([CH3:10])[CH3:9])([CH3:5])([CH3:6])[CH3:4]. The yield is 0.290. (4) The reactants are [CH3:1][C:2]1[CH:3]=[C:4]([C:9]2[N:10]=[CH:11][C:12]([NH:15][C:16]([C:18]3[CH:23]=[C:22]([N:24]4[CH2:29][CH2:28][CH2:27][CH2:26][CH2:25]4)[CH:21]=[CH:20][C:19]=3[NH:30][C:31]([C:33]3[CH:34]=[C:35]([CH:47]=[CH:48][CH:49]=3)[CH2:36][S:37][CH2:38][CH2:39][C:40]([O:42]C(C)(C)C)=[O:41])=[O:32])=[O:17])=[N:13][CH:14]=2)[CH:5]=[CH:6][C:7]=1[CH3:8].FC(F)(F)C(O)=O. The catalyst is ClCCl. The product is [CH3:1][C:2]1[CH:3]=[C:4]([C:9]2[N:10]=[CH:11][C:12]([NH:15][C:16]([C:18]3[CH:23]=[C:22]([N:24]4[CH2:29][CH2:28][CH2:27][CH2:26][CH2:25]4)[CH:21]=[CH:20][C:19]=3[NH:30][C:31]([C:33]3[CH:34]=[C:35]([CH:47]=[CH:48][CH:49]=3)[CH2:36][S:37][CH2:38][CH2:39][C:40]([OH:42])=[O:41])=[O:32])=[O:17])=[N:13][CH:14]=2)[CH:5]=[CH:6][C:7]=1[CH3:8]. The yield is 0.130. (5) The reactants are ClC1C=C(C=CC=1)C(OO)=[O:6].[CH3:12][C:13]1[CH:14]=[CH:15][C:16]([C:19]([O:21][CH3:22])=[O:20])=[N:17][CH:18]=1. The catalyst is C(Cl)Cl. The product is [CH3:22][O:21][C:19]([C:16]1[CH:15]=[CH:14][C:13]([CH3:12])=[CH:18][N+:17]=1[O-:6])=[O:20]. The yield is 0.718. (6) The reactants are [CH2:1]([NH2:8])[C:2]1[CH:7]=[CH:6][CH:5]=[CH:4][CH:3]=1.[CH3:9][O:10][C:11]1[CH:12]=[C:13]([CH:19]2[CH2:24][CH2:23][N:22]([C:25]3[C:26]([CH3:39])=[C:27]([CH3:38])[C:28]4[O:32][C:31]([CH3:34])([CH3:33])[CH:30](O)[C:29]=4[C:36]=3[CH3:37])[CH2:21][CH2:20]2)[CH:14]=[CH:15][C:16]=1[O:17][CH3:18]. No catalyst specified. The product is [CH2:1]([NH:8][CH:30]1[C:29]2[C:36]([CH3:37])=[C:25]([N:22]3[CH2:21][CH2:20][CH:19]([C:13]4[CH:14]=[CH:15][C:16]([O:17][CH3:18])=[C:11]([O:10][CH3:9])[CH:12]=4)[CH2:24][CH2:23]3)[C:26]([CH3:39])=[C:27]([CH3:38])[C:28]=2[O:32][C:31]1([CH3:34])[CH3:33])[C:2]1[CH:7]=[CH:6][CH:5]=[CH:4][CH:3]=1. The yield is 0.800. (7) The reactants are [CH3:1][C:2]([S@@:5]([NH2:7])=[O:6])([CH3:4])[CH3:3].[F:8][C:9]1[CH:10]=[C:11]([C:15](=O)[CH3:16])[CH:12]=[CH:13][CH:14]=1.CC(=O)OCC.O. The catalyst is C1COCC1. The product is [F:8][C:9]1[CH:10]=[C:11](/[C:15](=[N:7]/[S@:5]([C:2]([CH3:4])([CH3:3])[CH3:1])=[O:6])/[CH3:16])[CH:12]=[CH:13][CH:14]=1. The yield is 0.910. (8) The reactants are [C:1]([C:5]1[CH:37]=[CH:36][C:8]([C:9]([NH:11][C@@H:12]([CH2:20][C:21]2[CH:26]=[CH:25][C:24](B3OC(C)(C)C(C)(C)O3)=[CH:23][CH:22]=2)[C:13]([O:15][C:16]([CH3:19])([CH3:18])[CH3:17])=[O:14])=[O:10])=[CH:7][CH:6]=1)([CH3:4])([CH3:3])[CH3:2].[Br:38][C:39]1[C:40]([O:46][CH3:47])=[N:41][C:42](I)=[N:43][CH:44]=1.C(=O)([O-])[O-].[Na+].[Na+]. The catalyst is C(#N)C.C1COCC1.O.C([O-])(O)=O.[Na+].C1C=CC(P(C2C=CC=CC=2)[C-]2C=CC=C2)=CC=1.C1C=CC(P(C2C=CC=CC=2)[C-]2C=CC=C2)=CC=1.Cl[Pd]Cl.[Fe+2]. The product is [Br:38][C:39]1[C:40]([O:46][CH3:47])=[N:41][C:42]([C:24]2[CH:23]=[CH:22][C:21]([CH2:20][C@H:12]([NH:11][C:9](=[O:10])[C:8]3[CH:36]=[CH:37][C:5]([C:1]([CH3:2])([CH3:3])[CH3:4])=[CH:6][CH:7]=3)[C:13]([O:15][C:16]([CH3:17])([CH3:19])[CH3:18])=[O:14])=[CH:26][CH:25]=2)=[N:43][CH:44]=1. The yield is 0.600. (9) The reactants are N(C(=C[C:10]1C=CC=[C:15]2[C:11]=1[CH:12]=CN2)C(OC)=O)=[N+]=[N-].Br.[C:20]([O:23]CC)(=[O:22])C.[CH:26]1[C:30]2=[C:31]3[C:35]([CH:36]=[CH:37][C:29]2=[N:28][C:27]=1[C:38]([O:40][CH3:41])=[O:39])=[N:34][CH:33]=[CH:32]3.C1C2=C3C(=CC=C2NC1)NC(C(OC)=O)=C3.C(Cl)CCl. The catalyst is CN(C=O)C. The product is [C:11]([O:23][C:20]([N:34]1[C:35]2[C:31](=[C:30]3[C:29](=[CH:37][CH:36]=2)[NH:28][C:27]([C:38]([O:40][CH3:41])=[O:39])=[CH:26]3)[CH2:32][CH2:33]1)=[O:22])([CH3:10])([CH3:12])[CH3:15]. The yield is 0.476.